This data is from Reaction yield outcomes from USPTO patents with 853,638 reactions. The task is: Predict the reaction yield, written as a fraction of the theoretical maximum amount of product (1.0 means a 100% yield; for example, 0.34 means a 34% yield). (1) The reactants are [CH2:1]([N:8]1[C:16]2[C:11](=[CH:12][C:13](Br)=[CH:14][CH:15]=2)[CH:10]=[CH:9]1)[C:2]1[CH:7]=[CH:6][CH:5]=[CH:4][CH:3]=1.[C:18]([C:21]1[CH:26]=[CH:25][C:24](B(O)O)=[CH:23][CH:22]=1)(=[O:20])[CH3:19].ClCCl.C(=O)([O-])[O-].[K+].[K+]. The catalyst is O1CCOCC1.O.C1C=CC(P(C2C=CC=CC=2)[C-]2C=CC=C2)=CC=1.C1C=CC(P(C2C=CC=CC=2)[C-]2C=CC=C2)=CC=1.Cl[Pd]Cl.[Fe+2]. The product is [CH2:1]([N:8]1[C:16]2[C:11](=[CH:12][C:13]([C:24]3[CH:25]=[CH:26][C:21]([C:18](=[O:20])[CH3:19])=[CH:22][CH:23]=3)=[CH:14][CH:15]=2)[CH:10]=[CH:9]1)[C:2]1[CH:7]=[CH:6][CH:5]=[CH:4][CH:3]=1. The yield is 0.230. (2) The reactants are Cl[C:2]1[N:7]2[N:8]=[C:9]([CH3:11])[CH:10]=[C:6]2[N:5]=[C:4]([NH:12][C:13](=[O:24])[C:14]2[CH:19]=[CH:18][C:17]([C:20]([OH:23])([CH3:22])[CH3:21])=[CH:16][CH:15]=2)[CH:3]=1.[N:25]1([CH:32]=[O:33])[CH2:31][CH2:30][CH2:29][NH:28][CH2:27][CH2:26]1. The catalyst is CN(C=O)C.CS(C)=O.CO. The product is [CH:32]([N:25]1[CH2:31][CH2:30][CH2:29][N:28]([C:2]2[N:7]3[N:8]=[C:9]([CH3:11])[CH:10]=[C:6]3[N:5]=[C:4]([NH:12][C:13](=[O:24])[C:14]3[CH:19]=[CH:18][C:17]([C:20]([OH:23])([CH3:22])[CH3:21])=[CH:16][CH:15]=3)[CH:3]=2)[CH2:27][CH2:26]1)=[O:33]. The yield is 0.770. (3) The reactants are [CH3:1][C:2]1[CH:3]=[C:4]([CH:8]([C:10]2[CH:11]=[N:12][C:13]([O:16][CH3:17])=[CH:14][CH:15]=2)[OH:9])[O:5][C:6]=1[CH3:7]. The catalyst is C(Cl)(Cl)Cl.[O-2].[O-2].[Mn+4]. The product is [CH3:1][C:2]1[CH:3]=[C:4]([C:8]([C:10]2[CH:11]=[N:12][C:13]([O:16][CH3:17])=[CH:14][CH:15]=2)=[O:9])[O:5][C:6]=1[CH3:7]. The yield is 0.530.